Task: Predict the reactants needed to synthesize the given product.. Dataset: Retrosynthesis with 50K atom-mapped reactions and 10 reaction types from USPTO (1) Given the product CCOC([PH2]=O)(c1ccc(N)cc1)P(=O)(OCC)OCC, predict the reactants needed to synthesize it. The reactants are: CCOC([PH2]=O)(c1ccc([N+](=O)[O-])cc1)P(=O)(OCC)OCC. (2) Given the product COc1ccc(-c2ccc3nc(N)sc3c2)cc1F, predict the reactants needed to synthesize it. The reactants are: COc1ccc(B2OC(C)(C)C(C)(C)O2)cc1F.Nc1nc2ccc(Br)cc2s1. (3) Given the product C[C@H](C[C@H](N)C(=O)OC(C)(C)C)C(=O)OC(C)(C)C, predict the reactants needed to synthesize it. The reactants are: C[C@H](C[C@H](NC(=O)OCc1ccccc1)C(=O)OC(C)(C)C)C(=O)OC(C)(C)C. (4) Given the product CC(C)(C)OC(=O)N1CCC[C@@H](COS(C)(=O)=O)C1, predict the reactants needed to synthesize it. The reactants are: CC(C)(C)OC(=O)N1CCC[C@@H](CO)C1.CS(=O)(=O)Cl. (5) Given the product COc1cc2[nH]c(=O)[nH]c2cc1C#N, predict the reactants needed to synthesize it. The reactants are: COc1cc(N)c(N)cc1C#N.O=C(n1ccnc1)n1ccnc1. (6) Given the product CCOP(=O)(OCC)C(=O)Oc1ccc(OC)cc1, predict the reactants needed to synthesize it. The reactants are: CCOP(OCC)OCC.COc1ccc(OC(=O)Cl)cc1. (7) Given the product CCOC(=O)c1cccc(-c2cc3c(C(=O)NC)c(-c4ccc(F)cc4)oc3cc2NS(C)(=O)=O)c1, predict the reactants needed to synthesize it. The reactants are: CCOC(=O)c1cccc(-c2cc3c(C(=O)NC)c(-c4ccc(F)cc4)oc3cc2N)c1.CS(=O)(=O)Cl. (8) Given the product CC(C)(C)OC(=O)N1CCc2c(oc3cc(-n4ccc(OCc5ccc(F)cn5)cc4=O)ccc23)C1, predict the reactants needed to synthesize it. The reactants are: CC(C)(C)OC(=O)N1CCc2c(oc3cc(Br)ccc23)C1.O=c1cc(OCc2ccc(F)cn2)cc[nH]1.